This data is from Experimentally validated miRNA-target interactions with 360,000+ pairs, plus equal number of negative samples. The task is: Binary Classification. Given a miRNA mature sequence and a target amino acid sequence, predict their likelihood of interaction. (1) The miRNA is mmu-miR-509-5p with sequence UACUCCAGAAUGUGGCAAUCAU. The protein sequence of the target gene is MRNAIIQGLFYGSLTFGIWTALLFIYLHHNHVSSWQKKSQEPLSAWSPGKKVHQQIIYGSEQIPKPHVIVKRTDEDKAKSMLGTDFNHTNPELHKELLKYGFNVIISRSLGIEREVPDTRSKMCLQKHYPARLPTASIVICFYNEECNALFQTMSSVTNLTPHYFLEEIILVDDMSKVDDLKEKLDYHLETFRGKVKIIRNKKREGLIRARLIGASHASGDVLVFLDSHCEVNRVWLEPLLHAIAKDPKMVVCPLIDVIDDRTLEYKPSPLVRGTFDWNLQFKWDNVFSYEMDGPEGSTK.... Result: 0 (no interaction). (2) The miRNA is hsa-miR-3620-5p with sequence GUGGGCUGGGCUGGGCUGGGCC. The protein sequence of the target gene is MGSELIGRLAPRLGLAEPDMLRKAEEYLRLSRVKCVGLSARTTETSSAVMCLDLAASWMKCPLDRAYLIKLSGLNKETYQSCLKSFECLLGLNSNIGIRDLAVQFSCIEAVNMASKILKSYESSLPQTQQVDLDLSRPLFTSAALLSACKILKLKVDKNKMVATSGVKKAIFDRLCKQLEKIGQQVDREPGDVATPPRKRKKIVVEAPAKEMEKVEEMPHKPQKDEDLTQDYEEWKRKILENAASAQKATAE. Result: 1 (interaction).